Predict which catalyst facilitates the given reaction. From a dataset of Catalyst prediction with 721,799 reactions and 888 catalyst types from USPTO. (1) Reactant: Cl[C:2]1[N:7]=[C:6]([NH:8][CH:9]2[CH2:17][CH:16]3[N:12]([CH2:13][CH2:14][CH2:15]3)[C:11]([CH3:19])([CH3:18])[CH2:10]2)[C:5]([F:20])=[CH:4][N:3]=1.[O:21]1[CH2:25][CH2:24][C@H:23]([O:26][C:27]2[CH:32]=[CH:31][C:30]([NH2:33])=[CH:29][C:28]=2[N:34]2[C:38](=[O:39])[N:37]([CH3:40])[N:36]=[N:35]2)[CH2:22]1. Product: [NH3:3].[CH3:22][OH:21].[O:21]1[CH2:25][CH2:24][C@H:23]([O:26][C:27]2[CH:32]=[CH:31][C:30]([NH:33][C:2]3[N:7]=[C:6]([NH:8][CH:9]4[CH2:17][CH:16]5[N:12]([CH2:13][CH2:14][CH2:15]5)[C:11]([CH3:19])([CH3:18])[CH2:10]4)[C:5]([F:20])=[CH:4][N:3]=3)=[CH:29][C:28]=2[N:34]2[C:38](=[O:39])[N:37]([CH3:40])[N:36]=[N:35]2)[CH2:22]1. The catalyst class is: 41. (2) Product: [Br:17][C:12]1[CH:13]=[CH:14][CH:15]=[CH:16][C:11]=1[C:10]1[C:6]2[C:1](=[CH:2][CH:3]=[CH:4][CH:5]=2)[CH2:7][CH2:8][N:9]=1. Reactant: [C:1]1([CH2:7][CH2:8][NH:9][C:10](=O)[C:11]2[CH:16]=[CH:15][CH:14]=[CH:13][C:12]=2[Br:17])[CH:6]=[CH:5][CH:4]=[CH:3][CH:2]=1.O=P12OP3(OP(OP(O3)(O1)=O)(=O)O2)=O.P(Cl)(Cl)(Cl)=O.[OH-].[Na+]. The catalyst class is: 113. (3) Reactant: [C:1]1([C:7]2[O:11][N:10]=[C:9]([C:12]([NH:14][CH2:15][C:16]([OH:18])=O)=[O:13])[CH:8]=2)[CH:6]=[CH:5][CH:4]=[CH:3][CH:2]=1.CCN(C(C)C)C(C)C.C1C=CC2N(O)N=NC=2C=1.CCN=C=NCCCN(C)C.Cl.Cl.Cl.[Br:52][C:53]1[CH:58]=[CH:57][CH:56]=[CH:55][C:54]=1[NH:59][CH:60]1[CH2:65][CH2:64][NH:63][CH2:62][CH2:61]1. Product: [Br:52][C:53]1[CH:58]=[CH:57][CH:56]=[CH:55][C:54]=1[NH:59][CH:60]1[CH2:65][CH2:64][N:63]([C:16](=[O:18])[CH2:15][NH:14][C:12]([C:9]2[CH:8]=[C:7]([C:1]3[CH:2]=[CH:3][CH:4]=[CH:5][CH:6]=3)[O:11][N:10]=2)=[O:13])[CH2:62][CH2:61]1. The catalyst class is: 18.